Predict the product of the given reaction. From a dataset of Forward reaction prediction with 1.9M reactions from USPTO patents (1976-2016). Given the reactants [Cl:1]N1C(=O)CCC1=O.[NH2:9][C:10]1[CH:22]=[CH:21][C:13]([C:14]([O:16][C:17]([CH3:20])([CH3:19])[CH3:18])=[O:15])=[C:12]([F:23])[CH:11]=1.C(OCC)(=O)C, predict the reaction product. The product is: [NH2:9][C:10]1[C:22]([Cl:1])=[CH:21][C:13]([C:14]([O:16][C:17]([CH3:19])([CH3:20])[CH3:18])=[O:15])=[C:12]([F:23])[CH:11]=1.[NH2:9][C:10]1[CH:22]=[CH:21][C:13]([C:14]([O:16][C:17]([CH3:19])([CH3:20])[CH3:18])=[O:15])=[C:12]([F:23])[C:11]=1[Cl:1].